The task is: Predict the reactants needed to synthesize the given product.. This data is from Full USPTO retrosynthesis dataset with 1.9M reactions from patents (1976-2016). (1) Given the product [CH3:1][O:2][C:3]1[CH:8]=[CH:7][C:6]([NH:9][C:10](=[O:27])[C:11]2[CH:16]=[C:15]([CH2:17][NH2:18])[CH:14]=[CH:13][C:12]=2[Cl:26])=[CH:5][C:4]=1[C:28]([NH:30][C:31]1[CH:32]=[CH:33][C:34]([Br:37])=[CH:35][CH:36]=1)=[O:29], predict the reactants needed to synthesize it. The reactants are: [CH3:1][O:2][C:3]1[CH:8]=[CH:7][C:6]([NH:9][C:10](=[O:27])[C:11]2[CH:16]=[C:15]([CH2:17][NH:18]C(OC(C)(C)C)=O)[CH:14]=[CH:13][C:12]=2[Cl:26])=[CH:5][C:4]=1[C:28]([NH:30][C:31]1[CH:36]=[CH:35][C:34]([Br:37])=[CH:33][CH:32]=1)=[O:29]. (2) Given the product [CH3:19][NH:21][C:15]([N:17]([CH3:18])[C:9]([C:5]1[CH:4]=[C:3]([Cl:2])[CH:8]=[CH:7][N:6]=1)=[O:10])=[O:16], predict the reactants needed to synthesize it. The reactants are: Cl.[Cl:2][C:3]1[CH:8]=[CH:7][N:6]=[C:5]([C:9](Cl)=[O:10])[CH:4]=1.Cl.NC[C:15]([NH:17][CH3:18])=[O:16].[CH2:19]([N:21](CC)CC)C. (3) Given the product [CH3:1][C@H:2]1[CH2:7][O:6][CH2:5][CH2:4][N:3]1[CH2:8][C@H:9]1[CH2:14][N:13]([S:15]([C:18]2[S:19][CH:20]=[CH:21][N:25]=2)(=[O:16])=[O:17])[CH2:12][CH2:11][NH:10]1, predict the reactants needed to synthesize it. The reactants are: [CH3:1][C@H:2]1[CH2:7][O:6][CH2:5][CH2:4][N:3]1[CH2:8][C@H:9]1[CH2:14][N:13]([S:15]([C:18]2[S:19][CH:20]=[CH:21]C=2)(=[O:17])=[O:16])[CH2:12][CH2:11][NH:10]1.C([N:25](CC)CC)C.S1C=CN=C1S(Cl)(=O)=O. (4) The reactants are: [Cl:1][C:2]([N:4]1[C@H:9]([CH3:10])[CH2:8][N:7](C(OC(C)(C)C)=O)[CH2:6][C@@H:5]1[CH3:18])=[O:3].[CH2:19]([OH:26])[C:20]1[CH:25]=[CH:24][CH:23]=[CH:22][CH:21]=1. Given the product [ClH:1].[CH3:18][C@H:5]1[CH2:6][NH:7][CH2:8][C@@H:9]([CH3:10])[N:4]1[C:2]([O:26][CH2:19][C:20]1[CH:25]=[CH:24][CH:23]=[CH:22][CH:21]=1)=[O:3], predict the reactants needed to synthesize it. (5) Given the product [CH3:15][O:14][C:13]1[CH:12]=[CH:11][N:10]=[C:9]2[NH:16][C:6]([CH2:4][OH:3])=[CH:7][C:8]=12, predict the reactants needed to synthesize it. The reactants are: C([O:3][C:4]([C:6]1[NH:16][C:9]2=[N:10][CH:11]=[CH:12][C:13]([O:14][CH3:15])=[C:8]2[CH:7]=1)=O)C.[H-].[H-].[H-].[H-].[Li+].[Al+3].O.